From a dataset of Reaction yield outcomes from USPTO patents with 853,638 reactions. Predict the reaction yield, written as a fraction of the theoretical maximum amount of product (1.0 means a 100% yield; for example, 0.34 means a 34% yield). (1) The reactants are [S:1]1[C:5]2[CH:6]=[C:7]([N:10]3[CH2:14][CH2:13][NH:12][C:11]3=[O:15])[CH:8]=[CH:9][C:4]=2[N:3]=[CH:2]1.Br[C:17]1[CH:18]=[N:19][CH:20]=[CH:21][C:22]=1[C:23]([OH:26])([CH3:25])[CH3:24].N[C@@H]1CCCC[C@H]1N.P([O-])([O-])([O-])=O.[K+].[K+].[K+]. The catalyst is [Cu](I)I.O1CCOCC1. The product is [S:1]1[C:5]2[CH:6]=[C:7]([N:10]3[CH2:14][CH2:13][N:12]([C:17]4[CH:18]=[N:19][CH:20]=[CH:21][C:22]=4[C:23]([OH:26])([CH3:25])[CH3:24])[C:11]3=[O:15])[CH:8]=[CH:9][C:4]=2[N:3]=[CH:2]1. The yield is 0.190. (2) The reactants are Cl[C:2](=[N:14][OH:15])[C@H:3]1[CH2:8][CH2:7][C@H:6]([C:9]([O:11][CH2:12][CH3:13])=[O:10])[CH2:5][CH2:4]1.Cl.[C:17](=[NH:22])(OCC)[CH3:18].C(N(CC)CC)C. The catalyst is ClCCl. The product is [CH2:12]([O:11][C:9]([C@H:6]1[CH2:7][CH2:8][C@H:3]([C:2]2[N:22]=[C:17]([CH3:18])[O:15][N:14]=2)[CH2:4][CH2:5]1)=[O:10])[CH3:13]. The yield is 0.560. (3) The reactants are Br[C:2]1[CH:7]=[CH:6][CH:5]=[C:4]([F:8])[C:3]=1[O:9][CH2:10][O:11][CH3:12].[Br-].[CH:14]1([Zn+])[CH2:19][CH2:18][CH2:17][CH2:16][CH2:15]1. The catalyst is CC(C)([P](C(C)(C)C)([Pd][P](C(C)(C)C)(C(C)(C)C)C(C)(C)C)C(C)(C)C)C.C1COCC1. The product is [CH:14]1([C:2]2[CH:7]=[CH:6][CH:5]=[C:4]([F:8])[C:3]=2[O:9][CH2:10][O:11][CH3:12])[CH2:19][CH2:18][CH2:17][CH2:16][CH2:15]1. The yield is 0.800.